This data is from Full USPTO retrosynthesis dataset with 1.9M reactions from patents (1976-2016). The task is: Predict the reactants needed to synthesize the given product. Given the product [O:23]([CH:24]([C:25]1[N:3]=[N:2][N:1]([C:4]2[CH:5]=[CH:6][C:7]3[O:11][C:10]([C:12]4[S:16][CH:15]=[N:14][CH:13]=4)=[N:9][C:8]=3[CH:17]=2)[CH:26]=1)[CH3:29])[C:58]1[CH:57]=[CH:56][CH:61]=[CH:60][CH:59]=1, predict the reactants needed to synthesize it. The reactants are: [N:1]([C:4]1[CH:5]=[CH:6][C:7]2[O:11][C:10]([C:12]3[S:16][CH:15]=[N:14][CH:13]=3)=[N:9][C:8]=2[CH:17]=1)=[N+:2]=[N-:3].CC(N(C1C=CC(Cl)=CC=1)C(=O)[O:23][C:24]1[CH:29]=CC=[C:26](C(=O)C)[CH:25]=1)C.CCN(C(C)C)C(C)C.C(OCC)(=O)C.[CH3:56][CH2:57][CH2:58][CH2:59][CH2:60][CH3:61].